Predict the reactants needed to synthesize the given product. From a dataset of Full USPTO retrosynthesis dataset with 1.9M reactions from patents (1976-2016). (1) Given the product [CH:16]1([CH2:15][N:12]([CH2:13][CH3:14])[C:3]2[C:2]([CH:29]=[O:30])=[CH:7][C:6]([C:8]([F:11])([F:10])[F:9])=[CH:5][N:4]=2)[CH2:20][CH2:19][CH2:18][CH2:17]1, predict the reactants needed to synthesize it. The reactants are: Br[C:2]1[C:3]([N:12]([CH2:15][CH:16]2[CH2:20][CH2:19][CH2:18][CH2:17]2)[CH2:13][CH3:14])=[N:4][CH:5]=[C:6]([C:8]([F:11])([F:10])[F:9])[CH:7]=1.C([Li])CCC.CN([CH:29]=[O:30])C.[Cl-].[NH4+]. (2) The reactants are: [OH:1][C:2]1[C:3]([CH3:12])=[C:4]([CH:8]=[CH:9][C:10]=1[OH:11])[C:5]([OH:7])=[O:6].S(=O)(=O)(O)O.[CH3:18]O. Given the product [CH3:18][O:6][C:5](=[O:7])[C:4]1[CH:8]=[CH:9][C:10]([OH:11])=[C:2]([OH:1])[C:3]=1[CH3:12], predict the reactants needed to synthesize it. (3) Given the product [F:40][C:38]([F:39])([F:41])[C:34]1[CH:33]=[C:32]([CH:37]=[CH:36][CH:35]=1)[O:31][CH2:30][C:27]1[S:28][C:29]2[C:21]([C:2]3[CH:12]=[CH:11][C:5]([C:6]([O:8][CH2:9][CH3:10])=[O:7])=[CH:4][CH:3]=3)=[CH:22][CH:23]=[CH:24][C:25]=2[CH:26]=1, predict the reactants needed to synthesize it. The reactants are: Br[C:2]1[CH:12]=[CH:11][C:5]([C:6]([O:8][CH2:9][CH3:10])=[O:7])=[CH:4][CH:3]=1.CC1(C)C(C)(C)OB([C:21]2[C:29]3[S:28][C:27]([CH2:30][O:31][C:32]4[CH:37]=[CH:36][CH:35]=[C:34]([C:38]([F:41])([F:40])[F:39])[CH:33]=4)=[CH:26][C:25]=3[CH:24]=[CH:23][CH:22]=2)O1. (4) Given the product [NH:52]1[C:32]2[C:37](=[C:36]([C:2]3[N:3]=[C:4]([N:26]4[CH2:31][CH2:30][O:29][CH2:28][CH2:27]4)[C:5]4[S:10][C:9]([CH2:11][N:12]5[CH2:17][CH2:16][N:15]([CH2:18][C:19]6[CH:24]=[CH:23][CH:22]=[C:21]([CH3:25])[N:20]=6)[CH2:14][CH2:13]5)=[CH:8][C:6]=4[N:7]=3)[CH:35]=[CH:34][CH:33]=2)[CH:39]=[N:40]1, predict the reactants needed to synthesize it. The reactants are: Cl[C:2]1[N:3]=[C:4]([N:26]2[CH2:31][CH2:30][O:29][CH2:28][CH2:27]2)[C:5]2[S:10][C:9]([CH2:11][N:12]3[CH2:17][CH2:16][N:15]([CH2:18][C:19]4[CH:24]=[CH:23][CH:22]=[C:21]([CH3:25])[N:20]=4)[CH2:14][CH2:13]3)=[CH:8][C:6]=2[N:7]=1.[CH3:32][C:33]1N=[C:37]([CH2:39][N:40]2CCNCC2)[CH:36]=[CH:35][CH:34]=1.CC1[N:52]=C(C=O)C=CC=1. (5) Given the product [Cl:1][C:2]1[CH:9]=[C:8]([N:10]2[C:14]([CH3:15])=[C:13]([CH:16]([C:23]3[CH:24]=[CH:25][C:20]([F:19])=[CH:21][CH:22]=3)[OH:17])[C:12]([CH3:18])=[N:11]2)[CH:7]=[CH:6][C:3]=1[C:4]#[N:5], predict the reactants needed to synthesize it. The reactants are: [Cl:1][C:2]1[CH:9]=[C:8]([N:10]2[C:14]([CH3:15])=[C:13]([CH:16]=[O:17])[C:12]([CH3:18])=[N:11]2)[CH:7]=[CH:6][C:3]=1[C:4]#[N:5].[F:19][C:20]1[CH:25]=[CH:24][C:23]([Mg]Br)=[CH:22][CH:21]=1. (6) Given the product [CH3:1][O:2][C:3]1[CH:8]=[C:7]([O:9][CH3:10])[C:6]([CH:11]2[CH2:16][C:15]([CH3:30])([S:17]([C:20]3[CH:25]=[CH:24][CH:23]=[C:22]([C:26]([F:29])([F:28])[F:27])[CH:21]=3)(=[O:19])=[O:18])[CH2:14][CH2:13][O:12]2)=[CH:5][N:4]=1, predict the reactants needed to synthesize it. The reactants are: [CH3:1][O:2][C:3]1[CH:8]=[C:7]([O:9][CH3:10])[C:6]([CH:11]2[CH2:16][CH:15]([S:17]([C:20]3[CH:25]=[CH:24][CH:23]=[C:22]([C:26]([F:29])([F:28])[F:27])[CH:21]=3)(=[O:19])=[O:18])[CH2:14][CH2:13][O:12]2)=[CH:5][N:4]=1.[CH3:30]C([O-])(C)C.[K+].